The task is: Predict the reaction yield, written as a fraction of the theoretical maximum amount of product (1.0 means a 100% yield; for example, 0.34 means a 34% yield).. This data is from Reaction yield outcomes from USPTO patents with 853,638 reactions. (1) The reactants are [N:1]1[CH:6]=[CH:5][N:4]=[CH:3][C:2]=1[NH:7][C:8](=[O:15])OCC(Cl)(Cl)Cl.[C:16]1([C:22]2[N:26]=[C:25]([N:27]3[CH2:32][CH2:31][NH:30][CH2:29][CH2:28]3)[S:24][N:23]=2)[CH:21]=[CH:20][CH:19]=[CH:18][CH:17]=1.C(N(C(C)C)CC)(C)C.CS(C)=O. The catalyst is O. The product is [C:16]1([C:22]2[N:26]=[C:25]([N:27]3[CH2:32][CH2:31][N:30]([C:8]([NH:7][C:2]4[CH:3]=[N:4][CH:5]=[CH:6][N:1]=4)=[O:15])[CH2:29][CH2:28]3)[S:24][N:23]=2)[CH:17]=[CH:18][CH:19]=[CH:20][CH:21]=1. The yield is 0.364. (2) The reactants are [C:1]([NH:11][C@H:12]([C:16]([O:18][C:19]1[CH:20]=[C:21]([CH:29]=[CH:30][C:31]=1[O:32][C:33](=[O:49])[C@H:34]([CH:46]([CH3:48])[CH3:47])[NH:35][C:36]([O:38][CH2:39][C:40]1[CH:45]=[CH:44][CH:43]=[CH:42][CH:41]=1)=[O:37])[CH2:22][CH2:23][C:24]([O:26][CH2:27]Cl)=[O:25])=[O:17])[CH:13]([CH3:15])[CH3:14])([O:3][CH2:4][C:5]1[CH:10]=[CH:9][CH:8]=[CH:7][CH:6]=1)=[O:2].[I-:50].[Na+]. The catalyst is C(#N)C. The product is [C:1]([NH:11][C@H:12]([C:16]([O:18][C:19]1[CH:20]=[C:21]([CH:29]=[CH:30][C:31]=1[O:32][C:33](=[O:49])[C@H:34]([CH:46]([CH3:48])[CH3:47])[NH:35][C:36]([O:38][CH2:39][C:40]1[CH:45]=[CH:44][CH:43]=[CH:42][CH:41]=1)=[O:37])[CH2:22][CH2:23][C:24]([O:26][CH2:27][I:50])=[O:25])=[O:17])[CH:13]([CH3:15])[CH3:14])([O:3][CH2:4][C:5]1[CH:10]=[CH:9][CH:8]=[CH:7][CH:6]=1)=[O:2]. The yield is 0.900. (3) The reactants are ClC1C=C(C2N=C(C(C)CC3[N:16]([CH:26]4[CH2:28][CH2:27]4)[C:17]([C:20]4[CH:25]=[CH:24][N:23]=[CH:22][CH:21]=4)=NN=3)ON=2)C=CC=1.ClC1C=C(C2N=C([C@H](C)CC(NN)=O)[O:39]N=2)C=CC=1.Cl.C1(N=C(Cl)C2C=CN=CC=2)CC1.C([O-])([O-])=O.[K+].[K+]. The catalyst is CN(C=O)C.ClCCl. The product is [CH:26]1([NH:16][C:17](=[O:39])[C:20]2[CH:25]=[CH:24][N:23]=[CH:22][CH:21]=2)[CH2:28][CH2:27]1. The yield is 0.390. (4) The reactants are C(OC([N:8]1[CH2:22][CH2:21][N:11]2[C:12](=[O:20])[C:13]3[C:18]([CH:10]2[CH2:9]1)=[CH:17][CH:16]=[CH:15][C:14]=3[OH:19])=O)(C)(C)C.[ClH:23]. No catalyst specified. The product is [ClH:23].[OH:19][C:14]1[CH:15]=[CH:16][CH:17]=[C:18]2[C:13]=1[C:12](=[O:20])[N:11]1[CH2:21][CH2:22][NH:8][CH2:9][CH:10]12. The yield is 0.420. (5) The reactants are [C:1]1([C:11]2[CH:16]=[CH:15][CH:14]=[CH:13][CH:12]=2)[CH:6]=[CH:5][C:4]([CH2:7][N:8]([CH3:10])[CH3:9])=[CH:3][CH:2]=1.[Li]CCCC.CN([CH:25]=[O:26])C. The catalyst is C(OCC)C. The product is [CH3:9][N:8]([CH2:7][C:4]1[CH:3]=[CH:2][C:1]([C:11]2[CH:12]=[CH:13][CH:14]=[CH:15][CH:16]=2)=[CH:6][C:5]=1[CH:25]=[O:26])[CH3:10]. The yield is 0.400. (6) The reactants are C1C(=O)N([Cl:8])C(=O)C1.[CH2:9]([O:11][C:12](=[O:26])[C:13]1[CH:18]=[C:17]([C:19]([F:22])([F:21])[F:20])[C:16]([CH:23]=[O:24])=[CH:15][C:14]=1[NH2:25])[CH3:10].O. The catalyst is CN(C=O)C. The product is [CH2:9]([O:11][C:12](=[O:26])[C:13]1[CH:18]=[C:17]([C:19]([F:21])([F:20])[F:22])[C:16]([CH:23]=[O:24])=[C:15]([Cl:8])[C:14]=1[NH2:25])[CH3:10]. The yield is 0.850. (7) The reactants are C(O[K])(C)(C)C.[C:7]([O:11][C:12](=[O:18])[N:13]([CH2:15][CH2:16][OH:17])[CH3:14])([CH3:10])([CH3:9])[CH3:8].F[C:20]1[CH:27]=[CH:26][CH:25]=[CH:24][C:21]=1[CH:22]=[O:23]. The catalyst is O1CCOCC1. The product is [C:7]([O:11][C:12](=[O:18])[N:13]([CH2:15][CH2:16][O:17][C:20]1[CH:27]=[CH:26][CH:25]=[CH:24][C:21]=1[CH:22]=[O:23])[CH3:14])([CH3:10])([CH3:8])[CH3:9]. The yield is 0.290.